From a dataset of Experimentally validated miRNA-target interactions with 360,000+ pairs, plus equal number of negative samples. Binary Classification. Given a miRNA mature sequence and a target amino acid sequence, predict their likelihood of interaction. (1) The miRNA is hsa-miR-186-3p with sequence GCCCAAAGGUGAAUUUUUUGGG. The protein sequence of the target gene is MCNTPTYCDLGKAAKDVFNKGYGFGMVKIDLKTKSCSGVEFSTSGHAYTDTGKASGNLETKYKVCNYGLTFTQKWNTDNTLGTEISWENKLAEGLKLTLDTIFVPNTGKKSGKLKASYKRDCFSVGSNVDIDFSGPTIYGWAVLAFEGWLAGYQMSFDTAKSKLSQNNFALGYKAADFQLHTHVNDGTEFGGSIYQKVNEKIETSINLAWTAGSNNTRFGIAAKYMLDCRTSLSAKVNNASLIGLGYTQTLRPGVKLTLSALIDGKNFSAGGHKVGLGFELEA. Result: 1 (interaction). (2) The miRNA is hsa-miR-6831-3p with sequence UGACUAACUCCCACUCUACAG. The protein sequence of the target gene is MAPVEHVVADAGAFLLDAALQDIGKNIYTIRNVISEIRDKATRRRLAVLPYELRFKEPFPEYVRLVTEFSKKTGDYPSLSATDIQVLALTYQLEAEFVGVSHLKQEPEKVKVSSSIQHPETPLHVSGFHLPSKPKPPRETVEHRHPASEPEDLEFSSFMFWRNPLPNIDCELQELLMDGGEDVPNEEEDEENGLDERQDEDSDDDGGGWITPSNIKQIQQEMKQCAVPKDVRVGCVTTDFAMQNVLLQMGLHVLAVNGMLIREARSYILRCHGCFKTTSDMSRVFCAHCGNKTLKKVSVT.... Result: 0 (no interaction). (3) The miRNA is hsa-miR-628-5p with sequence AUGCUGACAUAUUUACUAGAGG. The protein sequence of the target gene is MNANKDERLKARSQDFHLFPALMMLSMTMLFLPVTGTLKQNIPRLKLTYKDLLLSNSCIPFLGSSEGLDFQTLLLDEERGRLLLGAKDHIFLLSLVDLNKNFKKIYWPAAKERVELCKLAGKDANTECANFIRVLQPYNKTHIYVCGTGAFHPICGYIDLGVYKEDIIFKLDTHNLESGRLKCPFDPQQPFASVMTDEYLYSGTASDFLGKDTAFTRSLGPTHDHHYIRTDISEHYWLNGAKFIGTFFIPDTYNPDDDKIYFFFRESSQEGSTSDKTILSRVGRVCKNDVGGQRSLINKW.... Result: 1 (interaction). (4) The miRNA is hsa-miR-340-5p with sequence UUAUAAAGCAAUGAGACUGAUU. The protein sequence of the target gene is MAGAAGPGSGPGAAGGDGDDSLYPIAVLIDELRNEDVQLRLNSIKKLSTIALALGVERTRTELLPFLTDTIYDEDEVLLALAEQLGNFTGLVGGPDFAHCLLPPLESLATVEETVVRDKAVESLRQISQEHTPVALEAHFVPLVKRLASGDWFTSRTSACGLFSVCYPRASNAVKAEIRQHFRSLCSDDTPMVRRAAASKLGEFAKVLELDSVKTEIVPLFTNLASDEQDSVRLLAVEACVSIAQLLSQEDLEALVMPTLRQAAEDKSWRVRYMVADKFSELQKAVGPKIALSDLIPAFQ.... Result: 0 (no interaction). (5) The miRNA is hsa-miR-6829-3p with sequence UGCCUCCUCCGUGGCCUCAG. The protein sequence of the target gene is MWSLTASEGESTTAHFFLGAGDEGLGTRGIGMRPEESDSELLEDEEDEVPPEPQIIVGICAMTKKSKSKPMTQILERLCRFDYLTVVILGEDVILNEPVENWPSCHCLISFHSKGFPLDKAVAYSKLRNPFLINDLAMQYYIQDRREVYRILQEEGIDLPRYAVLNRDPARPEECNLIEGEDQVEVNGAVFPKPFVEKPVSAEDHNVYIYYPSSAGGGSQRLFRKIGSRSSVYSPESSVRKTGSYIYEEFMPTDGTDVKVYTVGPDYAHAEARKSPALDGKVERDSEGKEIRYPVMLTAM.... Result: 0 (no interaction).